Dataset: Catalyst prediction with 721,799 reactions and 888 catalyst types from USPTO. Task: Predict which catalyst facilitates the given reaction. (1) Reactant: [Cl:1][C:2]1[CH:3]=[C:4]([N:8]2[C:16]3[C:11](=[CH:12][CH:13]=[CH:14][C:15]=3[C:17]([O:19]C)=[O:18])[CH:10]=[CH:9]2)[CH:5]=[CH:6][CH:7]=1.[Li+].[OH-].Cl. Product: [Cl:1][C:2]1[CH:3]=[C:4]([N:8]2[C:16]3[C:11](=[CH:12][CH:13]=[CH:14][C:15]=3[C:17]([OH:19])=[O:18])[CH:10]=[CH:9]2)[CH:5]=[CH:6][CH:7]=1. The catalyst class is: 87. (2) Reactant: [C:1]([CH:8](N)[CH2:9][NH:10][CH3:11])([O:3][C:4]([CH3:7])([CH3:6])[CH3:5])=[O:2].[C:13]([O:17][C:18]([CH3:21])([CH3:20])[CH3:19])(=[O:16])[CH:14]=C.[CH2:22]([N:24](CC)CC)C. Product: [C:4]([O:3][C:1](=[O:2])[CH2:8][CH2:9][N:10]([CH2:11][CH2:22][NH2:24])[CH2:14][C:13]([O:17][C:18]([CH3:21])([CH3:20])[CH3:19])=[O:16])([CH3:7])([CH3:6])[CH3:5]. The catalyst class is: 8. (3) Reactant: [H-].[Al+3].[Li+].[H-].[H-].[H-].[CH2:7]([N:14]1[CH:18]([CH3:19])[CH2:17][CH:16]([C:20](OC)=[O:21])[C:15]1=O)[C:8]1[CH:13]=[CH:12][CH:11]=[CH:10][CH:9]=1.C(OCC)(=O)C.CCCCCC.[O-][Mn](=O)(=O)=O.[K+]. Product: [CH2:7]([N:14]1[CH:18]([CH3:19])[CH2:17][CH:16]([CH2:20][OH:21])[CH2:15]1)[C:8]1[CH:13]=[CH:12][CH:11]=[CH:10][CH:9]=1. The catalyst class is: 1. (4) Reactant: [OH:1][C:2]1[CH:10]=[C:9]2[C:5]([CH:6]=[C:7]([C:11]([OH:13])=O)[NH:8]2)=[CH:4][CH:3]=1.C(N(CC)CC)C.[CH2:21]([CH:28]1[CH2:33][CH2:32][NH:31][CH2:30][CH2:29]1)[C:22]1[CH:27]=[CH:26][CH:25]=[CH:24][CH:23]=1.CN(C(ON1N=NC2C=CC=CC1=2)=[N+](C)C)C.F[P-](F)(F)(F)(F)F. Product: [CH2:21]([CH:28]1[CH2:33][CH2:32][N:31]([C:11]([C:7]2[NH:8][C:9]3[C:5]([CH:6]=2)=[CH:4][CH:3]=[C:2]([OH:1])[CH:10]=3)=[O:13])[CH2:30][CH2:29]1)[C:22]1[CH:27]=[CH:26][CH:25]=[CH:24][CH:23]=1. The catalyst class is: 9. (5) Product: [Cl:22][C:16]1[N:15]=[C:14]([Cl:13])[CH:19]=[C:18]([O:20][CH3:21])[C:17]=1[C:23]([OH:25])=[O:24]. The catalyst class is: 7. Reactant: C(NC(C)C)(C)C.C([Li])CCC.[Cl:13][C:14]1[CH:19]=[C:18]([O:20][CH3:21])[CH:17]=[C:16]([Cl:22])[N:15]=1.[C:23](=[O:25])=[O:24].[Cl-].[NH4+].Cl. (6) Reactant: Br[CH2:2][C:3]1[C:4]([CH3:10])=[N:5][C:6]([Cl:9])=[CH:7][CH:8]=1.[NH:11]1[CH2:16][CH2:15][O:14][CH2:13][CH2:12]1.CCN(C(C)C)C(C)C. Product: [NH3:5].[Cl:9][C:6]1[N:5]=[C:4]([CH3:10])[C:3]([CH2:2][N:11]2[CH2:16][CH2:15][O:14][CH2:13][CH2:12]2)=[CH:8][CH:7]=1. The catalyst class is: 34. (7) Product: [CH3:1][C:2]1[N:6]([CH2:7][CH2:8][O:9][C:15]([CH2:16][CH2:17][C:18]([OH:20])=[O:19])=[O:21])[C:5]([N+:10]([O-:12])=[O:11])=[CH:4][N:3]=1. The catalyst class is: 5. Reactant: [CH3:1][C:2]1[N:6]([CH2:7][CH2:8][OH:9])[C:5]([N+:10]([O-:12])=[O:11])=[CH:4][N:3]=1.[OH-].[Na+].[C:15]1(=[O:21])[O:20][C:18](=[O:19])[CH2:17][CH2:16]1. (8) Reactant: C(N(CC)CC)C.Br[C:9]1[CH:14]=[CH:13][CH:12]=[C:11]([CH2:15][F:16])[N:10]=1.[C:17]1(P([C:17]2[CH:18]=CC=[CH:21][CH:22]=2)[C:17]2[CH:18]=CC=[CH:21][CH:22]=2)[CH:22]=[CH:21]C=C[CH:18]=1.[CH3:36][N:37]1[C:41]2[CH:42]=[CH:43][CH:44]=[CH:45][C:40]=2[N:39]=[CH:38]1. Product: [F:16][CH2:15][C:11]1[N:10]=[C:9]([C:18]#[C:17][CH2:22][CH2:21][C:38]2[N:37]([CH3:36])[C:41]3[CH:42]=[CH:43][CH:44]=[CH:45][C:40]=3[N:39]=2)[CH:14]=[CH:13][CH:12]=1. The catalyst class is: 654. (9) Reactant: [C:1]([O:5][C:6]([C:8]1([CH2:11][CH:12]=C)[CH2:10][CH2:9]1)=[O:7])([CH3:4])([CH3:3])[CH3:2].CSC.C(N(CC)CC)C.[Cl-].[NH4+].C[OH:27]. The catalyst class is: 4. Product: [C:1]([O:5][C:6]([C:8]1([CH2:11][CH:12]=[O:27])[CH2:10][CH2:9]1)=[O:7])([CH3:4])([CH3:3])[CH3:2].